This data is from NCI-60 drug combinations with 297,098 pairs across 59 cell lines. The task is: Regression. Given two drug SMILES strings and cell line genomic features, predict the synergy score measuring deviation from expected non-interaction effect. (1) Drug 1: CCC1(CC2CC(C3=C(CCN(C2)C1)C4=CC=CC=C4N3)(C5=C(C=C6C(=C5)C78CCN9C7C(C=CC9)(C(C(C8N6C)(C(=O)OC)O)OC(=O)C)CC)OC)C(=O)OC)O.OS(=O)(=O)O. Drug 2: C1CNP(=O)(OC1)N(CCCl)CCCl. Cell line: RPMI-8226. Synergy scores: CSS=4.77, Synergy_ZIP=-3.39, Synergy_Bliss=-4.47, Synergy_Loewe=-4.46, Synergy_HSA=-4.36. (2) Drug 1: CC1=C(C=C(C=C1)NC2=NC=CC(=N2)N(C)C3=CC4=NN(C(=C4C=C3)C)C)S(=O)(=O)N.Cl. Drug 2: B(C(CC(C)C)NC(=O)C(CC1=CC=CC=C1)NC(=O)C2=NC=CN=C2)(O)O. Cell line: SK-OV-3. Synergy scores: CSS=1.88, Synergy_ZIP=1.19, Synergy_Bliss=2.60, Synergy_Loewe=-2.28, Synergy_HSA=0.727. (3) Drug 2: C1CN1P(=S)(N2CC2)N3CC3. Cell line: BT-549. Drug 1: COC1=CC(=CC(=C1O)OC)C2C3C(COC3=O)C(C4=CC5=C(C=C24)OCO5)OC6C(C(C7C(O6)COC(O7)C8=CC=CS8)O)O. Synergy scores: CSS=15.9, Synergy_ZIP=-12.7, Synergy_Bliss=-8.69, Synergy_Loewe=-17.0, Synergy_HSA=-5.53. (4) Drug 1: CC1C(C(=O)NC(C(=O)N2CCCC2C(=O)N(CC(=O)N(C(C(=O)O1)C(C)C)C)C)C(C)C)NC(=O)C3=C4C(=C(C=C3)C)OC5=C(C(=O)C(=C(C5=N4)C(=O)NC6C(OC(=O)C(N(C(=O)CN(C(=O)C7CCCN7C(=O)C(NC6=O)C(C)C)C)C)C(C)C)C)N)C. Drug 2: CCCCC(=O)OCC(=O)C1(CC(C2=C(C1)C(=C3C(=C2O)C(=O)C4=C(C3=O)C=CC=C4OC)O)OC5CC(C(C(O5)C)O)NC(=O)C(F)(F)F)O. Cell line: SN12C. Synergy scores: CSS=55.7, Synergy_ZIP=17.8, Synergy_Bliss=20.3, Synergy_Loewe=11.2, Synergy_HSA=14.1. (5) Drug 1: CCCS(=O)(=O)NC1=C(C(=C(C=C1)F)C(=O)C2=CNC3=C2C=C(C=N3)C4=CC=C(C=C4)Cl)F. Drug 2: CCC(=C(C1=CC=CC=C1)C2=CC=C(C=C2)OCCN(C)C)C3=CC=CC=C3.C(C(=O)O)C(CC(=O)O)(C(=O)O)O. Cell line: NCIH23. Synergy scores: CSS=-3.00, Synergy_ZIP=1.96, Synergy_Bliss=-0.122, Synergy_Loewe=-4.42, Synergy_HSA=-3.97. (6) Drug 1: COC1=C(C=C2C(=C1)N=CN=C2NC3=CC(=C(C=C3)F)Cl)OCCCN4CCOCC4. Drug 2: COCCOC1=C(C=C2C(=C1)C(=NC=N2)NC3=CC=CC(=C3)C#C)OCCOC.Cl. Cell line: RPMI-8226. Synergy scores: CSS=11.3, Synergy_ZIP=-0.722, Synergy_Bliss=2.57, Synergy_Loewe=1.07, Synergy_HSA=1.35. (7) Drug 1: C1=CC(=CC=C1CCCC(=O)O)N(CCCl)CCCl. Drug 2: CC1C(C(CC(O1)OC2CC(OC(C2O)C)OC3=CC4=CC5=C(C(=O)C(C(C5)C(C(=O)C(C(C)O)O)OC)OC6CC(C(C(O6)C)O)OC7CC(C(C(O7)C)O)OC8CC(C(C(O8)C)O)(C)O)C(=C4C(=C3C)O)O)O)O. Cell line: RXF 393. Synergy scores: CSS=8.91, Synergy_ZIP=11.9, Synergy_Bliss=15.6, Synergy_Loewe=15.9, Synergy_HSA=16.0. (8) Synergy scores: CSS=3.48, Synergy_ZIP=-2.39, Synergy_Bliss=-4.75, Synergy_Loewe=-2.08, Synergy_HSA=-1.92. Drug 2: CC1=C(C=C(C=C1)NC(=O)C2=CC=C(C=C2)CN3CCN(CC3)C)NC4=NC=CC(=N4)C5=CN=CC=C5. Drug 1: C1=CC(=CC=C1C#N)C(C2=CC=C(C=C2)C#N)N3C=NC=N3. Cell line: IGROV1.